The task is: Predict the product of the given reaction.. This data is from Forward reaction prediction with 1.9M reactions from USPTO patents (1976-2016). (1) Given the reactants CN([CH:4]=[O:5])C.[Br:6][C:7]1[C:8]([Cl:16])=[C:9]([CH:13]=[CH:14][CH:15]=1)[C:10](O)=[O:11].CI.C(=O)([O-])[O-].[K+].[K+], predict the reaction product. The product is: [Br:6][C:7]1[C:8]([Cl:16])=[C:9]([CH:13]=[CH:14][CH:15]=1)[C:10]([O:5][CH3:4])=[O:11]. (2) The product is: [CH3:1][C:2]([S:7]([C:10]1[CH:15]=[CH:14][CH:13]=[C:12]([C:16]([F:19])([F:18])[F:17])[CH:11]=1)(=[O:9])=[O:8])([CH3:6])[C:3]([NH2:27])=[O:4]. Given the reactants [CH3:1][C:2]([S:7]([C:10]1[CH:15]=[CH:14][CH:13]=[C:12]([C:16]([F:19])([F:18])[F:17])[CH:11]=1)(=[O:9])=[O:8])([CH3:6])[C:3](O)=[O:4].C(Cl)(=O)C(Cl)=O.C[N:27](C=O)C, predict the reaction product. (3) Given the reactants [Cl:1][C:2]1[CH:3]=[C:4]([C:9]2[N:13]([C:14]3[CH:15]=[N:16][CH:17]=[CH:18][CH:19]=3)[N:12]=[C:11]([C:20]([N:22]3[CH2:26][CH2:25][S:24][CH2:23]3)=[O:21])[CH:10]=2)[CH:5]=[C:6]([F:8])[CH:7]=1.ClC1C=CC=C(C(OO)=[O:35])C=1, predict the reaction product. The product is: [Cl:1][C:2]1[CH:3]=[C:4]([C:9]2[N:13]([C:14]3[CH:15]=[N:16][CH:17]=[CH:18][CH:19]=3)[N:12]=[C:11]([C:20]([N:22]3[CH2:26][CH2:25][S:24](=[O:35])[CH2:23]3)=[O:21])[CH:10]=2)[CH:5]=[C:6]([F:8])[CH:7]=1.